From a dataset of Catalyst prediction with 721,799 reactions and 888 catalyst types from USPTO. Predict which catalyst facilitates the given reaction. (1) The catalyst class is: 11. Reactant: [Br:1][C:2]1[CH:7]=[CH:6][C:5]([CH2:8][CH2:9][OH:10])=[CH:4][CH:3]=1.[CH3:11][C:12]1[C:17]([CH3:18])=[CH:16][C:15]([CH3:19])=[CH:14][C:13]=1O.C(P(CCCC)CCCC)CCC. Product: [CH3:11][C:12]1[C:17]([CH3:18])=[CH:16][C:15]([CH3:19])=[CH:14][C:13]=1[O:10][CH2:9][CH2:8][C:5]1[CH:6]=[CH:7][C:2]([Br:1])=[CH:3][CH:4]=1. (2) Reactant: [NH2:1][C:2]1[C:7]([C:8]([C:10]2[CH:15]=[CH:14][CH:13]=[CH:12][C:11]=2[O:16][CH3:17])=[O:9])=[CH:6][CH:5]=[C:4](Cl)[N:3]=1.FC(F)(F)C(O)=O.[CH3:26][S:27]([N:30]1[CH2:35][CH2:34][CH:33]([NH2:36])[CH2:32][CH2:31]1)(=[O:29])=[O:28].C(N(CC)C(C)C)(C)C. The catalyst class is: 8. Product: [NH2:1][C:2]1[C:7]([C:8]([C:10]2[CH:15]=[CH:14][CH:13]=[CH:12][C:11]=2[O:16][CH3:17])=[O:9])=[CH:6][CH:5]=[C:4]([NH:36][CH:33]2[CH2:34][CH2:35][N:30]([S:27]([CH3:26])(=[O:29])=[O:28])[CH2:31][CH2:32]2)[N:3]=1. (3) Reactant: [CH2:1]([O:5][C:6]1[C:13]([O:14][CH3:15])=[CH:12][C:9]([CH:10]=O)=[CH:8][C:7]=1[O:16][CH3:17])[CH:2]([CH3:4])[CH3:3].[ClH:18].CO.C(O[CH:24](OCC)[CH2:25][NH:26][CH2:27][C:28]1[CH:33]=[CH:32][CH:31]=[C:30]([O:34][CH2:35][CH3:36])[C:29]=1[OH:37])C. Product: [ClH:18].[CH2:1]([O:5][C:6]1[C:13]([O:14][CH3:15])=[CH:12][C:9]([CH2:10][C:24]2[C:33]3[C:28](=[C:29]([OH:37])[C:30]([O:34][CH2:35][CH3:36])=[CH:31][CH:32]=3)[CH:27]=[N:26][CH:25]=2)=[CH:8][C:7]=1[O:16][CH3:17])[CH:2]([CH3:4])[CH3:3]. The catalyst class is: 14. (4) Reactant: [OH-].[Na+].[CH3:3][O:4][C:5]1[CH:22]=[CH:21][C:8]([CH2:9][N:10]2[CH:14]=[C:13]([C:15]([O:17]CC)=[O:16])[C:12]([CH3:20])=[N:11]2)=[CH:7][CH:6]=1. Product: [CH3:3][O:4][C:5]1[CH:6]=[CH:7][C:8]([CH2:9][N:10]2[CH:14]=[C:13]([C:15]([OH:17])=[O:16])[C:12]([CH3:20])=[N:11]2)=[CH:21][CH:22]=1. The catalyst class is: 5. (5) Reactant: [CH2:1]([O:8][C:9]([NH:11][C:12](O)([C:18]([F:21])([F:20])[F:19])[C:13]([O:15][CH2:16][CH3:17])=[O:14])=[O:10])[C:2]1[CH:7]=[CH:6][CH:5]=[CH:4][CH:3]=1.C(OC(C(F)(F)F)=O)(C(F)(F)F)=O.N1C=CC=CC=1. Product: [CH2:1]([O:8][C:9]([N:11]=[C:12]([C:18]([F:19])([F:21])[F:20])[C:13]([O:15][CH2:16][CH3:17])=[O:14])=[O:10])[C:2]1[CH:3]=[CH:4][CH:5]=[CH:6][CH:7]=1. The catalyst class is: 27. (6) Reactant: [NH:1]1[CH2:6][CH2:5][CH:4]([C:7]2[N:14]=[CH:13][CH:12]=[CH:11][C:8]=2[C:9]#[N:10])[CH2:3][CH2:2]1.[CH3:15][C:16]1[CH:21]=[CH:20][CH:19]=[C:18]([CH3:22])[C:17]=1[NH:23][C:24](=[O:27])[CH2:25]Cl.C(=O)([O-])[O-].[Na+].[Na+]. Product: [C:9]([C:8]1[C:7]([CH:4]2[CH2:3][CH2:2][N:1]([CH2:25][C:24]([NH:23][C:17]3[C:18]([CH3:22])=[CH:19][CH:20]=[CH:21][C:16]=3[CH3:15])=[O:27])[CH2:6][CH2:5]2)=[N:14][CH:13]=[CH:12][CH:11]=1)#[N:10]. The catalyst class is: 35. (7) Reactant: [O:1]1[CH:5]=[CH:4][CH:3]=[C:2]1[C:6]1[N:10]([C:11]2[CH:12]=[C:13]([C:16]([NH2:18])=O)[S:14][CH:15]=2)[N:9]=[C:8]([C:19]([F:22])([F:21])[F:20])[CH:7]=1.Cl. Product: [O:1]1[CH:5]=[CH:4][CH:3]=[C:2]1[C:6]1[N:10]([C:11]2[CH:12]=[C:13]([CH2:16][NH2:18])[S:14][CH:15]=2)[N:9]=[C:8]([C:19]([F:21])([F:22])[F:20])[CH:7]=1. The catalyst class is: 1.